Dataset: Forward reaction prediction with 1.9M reactions from USPTO patents (1976-2016). Task: Predict the product of the given reaction. (1) Given the reactants Cl.Cl.[F:3][C:4]1[CH:9]=[CH:8][C:7]([CH2:10][CH2:11][C:12]2[CH:43]=[CH:42][C:15]([CH2:16][O:17][C:18]3[CH:23]=[CH:22][CH:21]=[CH:20][C:19]=3[CH2:24][CH2:25][NH:26][CH:27]3[CH2:36][CH2:35][CH2:34][C:33]4[N:32]=[C:31]([C:37]([O:39][CH2:40][CH3:41])=[O:38])[CH:30]=[CH:29][C:28]3=4)=[CH:14][CH:13]=2)=[CH:6][CH:5]=1.C(N(CC)CC)C.C(OCC)(=O)C.O, predict the reaction product. The product is: [F:3][C:4]1[CH:9]=[CH:8][C:7]([CH2:10][CH2:11][C:12]2[CH:13]=[CH:14][C:15]([CH2:16][O:17][C:18]3[CH:23]=[CH:22][CH:21]=[CH:20][C:19]=3[CH2:24][CH2:25][NH:26][CH:27]3[CH2:36][CH2:35][CH2:34][C:33]4[N:32]=[C:31]([C:37]([O:39][CH2:40][CH3:41])=[O:38])[CH:30]=[CH:29][C:28]3=4)=[CH:42][CH:43]=2)=[CH:6][CH:5]=1. (2) Given the reactants [Cl:1][C:2]1[CH:29]=[N:28][C:5]2=[N:6][C:7]([N:12]3[CH2:20][CH:19]4[CH:14]([N:15]([C:21]([O:23][C:24]([CH3:27])([CH3:26])[CH3:25])=[O:22])[CH2:16][CH2:17][CH2:18]4)[CH2:13]3)=[C:8]([NH:10][NH2:11])[N:9]=[C:4]2[CH:3]=1.[CH:30](OC)(OC)OC, predict the reaction product. The product is: [Cl:1][C:2]1[CH:29]=[N:28][C:5]2[N:6]=[C:7]([N:12]3[CH2:20][CH:19]4[CH:14]([N:15]([C:21]([O:23][C:24]([CH3:25])([CH3:26])[CH3:27])=[O:22])[CH2:16][CH2:17][CH2:18]4)[CH2:13]3)[C:8]3[N:9]([CH:30]=[N:11][N:10]=3)[C:4]=2[CH:3]=1.